Dataset: Merck oncology drug combination screen with 23,052 pairs across 39 cell lines. Task: Regression. Given two drug SMILES strings and cell line genomic features, predict the synergy score measuring deviation from expected non-interaction effect. (1) Drug 1: Nc1ccn(C2OC(CO)C(O)C2(F)F)c(=O)n1. Drug 2: CC1(c2nc3c(C(N)=O)cccc3[nH]2)CCCN1. Cell line: HT29. Synergy scores: synergy=1.28. (2) Drug 1: COC1CC2CCC(C)C(O)(O2)C(=O)C(=O)N2CCCCC2C(=O)OC(C(C)CC2CCC(OP(C)(C)=O)C(OC)C2)CC(=O)C(C)C=C(C)C(O)C(OC)C(=O)C(C)CC(C)C=CC=CC=C1C. Drug 2: CNC(=O)c1cc(Oc2ccc(NC(=O)Nc3ccc(Cl)c(C(F)(F)F)c3)cc2)ccn1. Cell line: LNCAP. Synergy scores: synergy=3.60.